Dataset: NCI-60 drug combinations with 297,098 pairs across 59 cell lines. Task: Regression. Given two drug SMILES strings and cell line genomic features, predict the synergy score measuring deviation from expected non-interaction effect. (1) Drug 1: C1CC(C1)(C(=O)O)C(=O)O.[NH2-].[NH2-].[Pt+2]. Drug 2: CNC(=O)C1=NC=CC(=C1)OC2=CC=C(C=C2)NC(=O)NC3=CC(=C(C=C3)Cl)C(F)(F)F. Cell line: NCI-H522. Synergy scores: CSS=9.76, Synergy_ZIP=-5.47, Synergy_Bliss=-4.67, Synergy_Loewe=-10.6, Synergy_HSA=-1.56. (2) Drug 1: CC1CCC2CC(C(=CC=CC=CC(CC(C(=O)C(C(C(=CC(C(=O)CC(OC(=O)C3CCCCN3C(=O)C(=O)C1(O2)O)C(C)CC4CCC(C(C4)OC)O)C)C)O)OC)C)C)C)OC. Drug 2: C(CN)CNCCSP(=O)(O)O. Cell line: NCI-H522. Synergy scores: CSS=10.7, Synergy_ZIP=-0.126, Synergy_Bliss=1.17, Synergy_Loewe=-8.00, Synergy_HSA=1.87.